This data is from Catalyst prediction with 721,799 reactions and 888 catalyst types from USPTO. The task is: Predict which catalyst facilitates the given reaction. (1) Reactant: [CH2:1]([N:3]1[C:12]2[CH:11]=[CH:10][C:9]([C:13]#[C:14][CH2:15][N:16]3[CH2:20][CH2:19][CH2:18][CH2:17]3)=[CH:8][C:7]=2[C:6]2=[N:21][N:22](C3CCCCO3)[C:23]([CH3:24])=[C:5]2[C:4]1=[O:31])[CH3:2].Cl. Product: [CH2:1]([N:3]1[C:12]2[CH:11]=[CH:10][C:9]([C:13]#[C:14][CH2:15][N:16]3[CH2:20][CH2:19][CH2:18][CH2:17]3)=[CH:8][C:7]=2[C:6]2=[N:21][NH:22][C:23]([CH3:24])=[C:5]2[C:4]1=[O:31])[CH3:2]. The catalyst class is: 5. (2) The catalyst class is: 39. Product: [C:44]1([CH:23]([C:17]2[CH:18]=[CH:19][CH:20]=[CH:21][CH:22]=2)[C:24]2[CH:29]=[CH:28][C:27]([C:30]([NH:2][C@@H:3]([CH2:11][CH2:12][C:13]([O:15][CH3:16])=[O:14])[C:4]([O:6][C:7]([CH3:10])([CH3:9])[CH3:8])=[O:5])=[O:31])=[CH:26][CH:25]=2)[CH:45]=[CH:46][CH:47]=[CH:48][CH:49]=1. Reactant: Cl.[NH2:2][C@@H:3]([CH2:11][CH2:12][C:13]([O:15][CH3:16])=[O:14])[C:4]([O:6][C:7]([CH3:10])([CH3:9])[CH3:8])=[O:5].[C:17]1([CH:23]([C:44]2[CH:49]=[CH:48][CH:47]=[CH:46][CH:45]=2)[C:24]2[CH:29]=[CH:28][C:27]([C:30](N[C@@H](CCCNC(=N)C)C(O)=O)=[O:31])=[CH:26][CH:25]=2)[CH:22]=[CH:21][CH:20]=[CH:19][CH:18]=1.C(O)(C(F)(F)F)=O.C(N(C(C)C)CC)(C)C.CN(C(ON1N=NC2C=CC=CC1=2)=[N+](C)C)C.F[P-](F)(F)(F)(F)F. (3) Reactant: [C:1]([O:5][C:6]([N:8]1[CH2:17][CH2:16][C:15]2[C:10](=[CH:11][CH:12]=[C:13]([OH:18])[CH:14]=2)[CH2:9]1)=[O:7])([CH3:4])([CH3:3])[CH3:2].[H-].[Na+].Cl[CH2:22][CH2:23][CH2:24][N:25]1[CH2:30][CH2:29][CH2:28][CH2:27][CH2:26]1. Product: [C:1]([O:5][C:6]([N:8]1[CH2:17][CH2:16][C:15]2[C:10](=[CH:11][CH:12]=[C:13]([O:18][CH2:22][CH2:23][CH2:24][N:25]3[CH2:30][CH2:29][CH2:28][CH2:27][CH2:26]3)[CH:14]=2)[CH2:9]1)=[O:7])([CH3:4])([CH3:2])[CH3:3]. The catalyst class is: 3. (4) Reactant: Cl[C:2]1[N:7]=[C:6]([NH2:8])[CH:5]=[CH:4][N:3]=1.[H-].[Na+].[O:11]1[CH2:15][CH2:14][C@H:13]([OH:16])[CH2:12]1. Product: [O:11]1[CH2:15][CH2:14][C@H:13]([O:16][C:2]2[N:7]=[C:6]([NH2:8])[CH:5]=[CH:4][N:3]=2)[CH2:12]1. The catalyst class is: 7. (5) Reactant: [CH3:1][C:2]1[CH:7]=[CH:6][C:5]([C:8]2[CH:13]=[CH:12][C:11]([C:14]([OH:16])=O)=[CH:10][CH:9]=2)=[CH:4][CH:3]=1.CN1CCOCC1.ClC(OCC(C)C)=O.[NH2:32][NH2:33].C([O-])(O)=O.[Na+]. Product: [CH3:1][C:2]1[CH:7]=[CH:6][C:5]([C:8]2[CH:13]=[CH:12][C:11]([C:14]([NH:32][NH2:33])=[O:16])=[CH:10][CH:9]=2)=[CH:4][CH:3]=1. The catalyst class is: 1.